From a dataset of Catalyst prediction with 721,799 reactions and 888 catalyst types from USPTO. Predict which catalyst facilitates the given reaction. (1) Reactant: [Li+].[OH-].[O:3]=[C:4]1[N:10]([CH:11]2[CH2:16][CH2:15][N:14]([C:17]([O:19][C@H:20]([CH2:41][C:42]3[CH:47]=[C:46]([CH3:48])[C:45]([OH:49])=[C:44]([CH3:50])[CH:43]=3)[C:21]([N:23]3[CH2:28][CH2:27][N:26]([CH:29]4[CH2:34][CH2:33][N:32]([CH2:35][C:36]([O:38]CC)=[O:37])[CH2:31][CH2:30]4)[CH2:25][CH2:24]3)=[O:22])=[O:18])[CH2:13][CH2:12]2)[CH2:9][CH2:8][C:7]2[CH:51]=[CH:52][CH:53]=[CH:54][C:6]=2[NH:5]1. Product: [O:3]=[C:4]1[N:10]([CH:11]2[CH2:12][CH2:13][N:14]([C:17]([O:19][C@H:20]([CH2:41][C:42]3[CH:47]=[C:46]([CH3:48])[C:45]([OH:49])=[C:44]([CH3:50])[CH:43]=3)[C:21]([N:23]3[CH2:28][CH2:27][N:26]([CH:29]4[CH2:30][CH2:31][N:32]([CH2:35][C:36]([OH:38])=[O:37])[CH2:33][CH2:34]4)[CH2:25][CH2:24]3)=[O:22])=[O:18])[CH2:15][CH2:16]2)[CH2:9][CH2:8][C:7]2[CH:51]=[CH:52][CH:53]=[CH:54][C:6]=2[NH:5]1. The catalyst class is: 90. (2) Reactant: [Cl:1][C:2]1[CH:7]=[CH:6][C:5]([C:8]2[N:12]([C:13]3[CH:18]=[CH:17][C:16]([Cl:19])=[CH:15][C:14]=3[Cl:20])[N:11]=[C:10]([C:21](Cl)=[O:22])[C:9]=2[CH3:24])=[CH:4][CH:3]=1.O.[NH2:26][NH2:27]. Product: [Cl:1][C:2]1[CH:7]=[CH:6][C:5]([C:8]2[N:12]([C:13]3[CH:18]=[CH:17][C:16]([Cl:19])=[CH:15][C:14]=3[Cl:20])[N:11]=[C:10]([C:21]([NH:26][NH2:27])=[O:22])[C:9]=2[CH3:24])=[CH:4][CH:3]=1. The catalyst class is: 8.